From a dataset of Full USPTO retrosynthesis dataset with 1.9M reactions from patents (1976-2016). Predict the reactants needed to synthesize the given product. (1) Given the product [CH2:5]([C:8]1[CH:13]=[C:12]([CH:11]=[CH:10][C:9]=1[CH3:17])[NH2:14])[CH:6]=[CH2:7], predict the reactants needed to synthesize it. The reactants are: C(O)(=O)C.[CH2:5]([C:8]1[CH:13]=[C:12]([N+:14]([O-])=O)[CH:11]=[CH:10][C:9]=1[CH3:17])[CH:6]=[CH2:7]. (2) Given the product [NH2:15][C:2]1[C:7]([C:8]([O:10][CH2:11][CH3:12])=[O:9])=[CH:6][N:5]=[C:4]([S:13][CH3:14])[N:3]=1, predict the reactants needed to synthesize it. The reactants are: Cl[C:2]1[C:7]([C:8]([O:10][CH2:11][CH3:12])=[O:9])=[CH:6][N:5]=[C:4]([S:13][CH3:14])[N:3]=1.[NH3:15].